This data is from Full USPTO retrosynthesis dataset with 1.9M reactions from patents (1976-2016). The task is: Predict the reactants needed to synthesize the given product. (1) Given the product [NH2:12]/[CH:11]=[C:10](/[N:6]([CH2:5][CH:1]1[CH2:2][CH2:3][CH2:4]1)[C:7](=[O:9])[CH3:8])\[C:14](=[O:13])[CH3:15], predict the reactants needed to synthesize it. The reactants are: [CH:1]1([CH2:5][N:6]([C:10]2[CH:11]=[N:12][O:13][C:14]=2[CH3:15])[C:7](=[O:9])[CH3:8])[CH2:4][CH2:3][CH2:2]1. (2) Given the product [C:22]([O:26][C:27](=[O:28])[NH:29][C@H:30]([C:31]1[N:13]([C@H:11]2[CH2:12][C@@H:9]([O:8][CH2:1][C:2]3[CH:7]=[CH:6][CH:5]=[CH:4][CH:3]=3)[CH2:10]2)[C:14]2[CH:19]=[C:18]([F:20])[CH:17]=[CH:16][C:15]=2[N:21]=1)[CH3:34])([CH3:25])([CH3:24])[CH3:23], predict the reactants needed to synthesize it. The reactants are: [CH2:1]([O:8][C@@H:9]1[CH2:12][C@H:11]([NH:13][C:14]2[C:15]([NH2:21])=[CH:16][CH:17]=[C:18]([F:20])[CH:19]=2)[CH2:10]1)[C:2]1[CH:7]=[CH:6][CH:5]=[CH:4][CH:3]=1.[C:22]([O:26][C:27]([NH:29][C@@H:30]([CH3:34])[C:31](O)=O)=[O:28])([CH3:25])([CH3:24])[CH3:23].C1C=NC2N(O)N=NC=2C=1.CCN=C=NCCCN(C)C.Cl. (3) Given the product [CH3:20][N:19]1[C:15]([C:12]2[CH:13]=[CH:14][C:9]([OH:8])=[CH:10][CH:11]=2)=[CH:16][C:17]([CH3:21])=[N:18]1.[CH3:42][N:38]1[C:39]([CH3:41])=[CH:40][C:36]([C:33]2[CH:34]=[CH:35][C:30]([OH:29])=[CH:31][CH:32]=2)=[N:37]1, predict the reactants needed to synthesize it. The reactants are: C([O:8][C:9]1[CH:14]=[CH:13][C:12]([C:15]2[N:19]([CH3:20])[N:18]=[C:17]([CH3:21])[CH:16]=2)=[CH:11][CH:10]=1)C1C=CC=CC=1.C([O:29][C:30]1[CH:35]=[CH:34][C:33]([C:36]2[CH:40]=[C:39]([CH3:41])[N:38]([CH3:42])[N:37]=2)=[CH:32][CH:31]=1)C1C=CC=CC=1. (4) Given the product [CH2:33]([O:32][CH2:31][CH2:30][O:29][C@@H:6]1[C@H:7]([OH:12])[C@@H:8]([CH2:10][OH:11])[O:9][C@H:5]1[N:4]1[CH:3]=[C:2]([CH3:1])[C:16](=[O:17])[NH:15][C:14]1=[O:13])[CH3:34], predict the reactants needed to synthesize it. The reactants are: [CH3:1][C:2]1[C:16](=[O:17])[N:15]=[C:14]2[N:4]([C@@H:5]3[O:9][C@H:8]([CH2:10][OH:11])[C@@H:7]([OH:12])[C@@H:6]3[O:13]2)[CH:3]=1.[CH3:33][O:32][CH2:31][CH2:30][O:29]B([O:29][CH2:30][CH2:31][O:32][CH3:33])[O:29][CH2:30][CH2:31][O:32][CH3:33].[CH3:34]OCCO. (5) Given the product [NH2:20][C:2]1[C:3]([C:16]([OH:18])=[O:17])=[N:4][C:5]([C:8]2[C:13]([F:14])=[CH:12][CH:11]=[CH:10][C:9]=2[F:15])=[N:6][CH:7]=1, predict the reactants needed to synthesize it. The reactants are: Br[C:2]1[C:3]([C:16]([OH:18])=[O:17])=[N:4][C:5]([C:8]2[C:13]([F:14])=[CH:12][CH:11]=[CH:10][C:9]=2[F:15])=[N:6][CH:7]=1.[OH-].[NH4+:20]. (6) Given the product [CH3:17][O:16][C:13]1[CH:14]=[CH:15][C:10]([C:9](=[O:8])[CH:6]([CH3:2])[C:5]#[N:4])=[CH:11][CH:12]=1, predict the reactants needed to synthesize it. The reactants are: N[C:2]1[CH:6]=[CH:5][NH:4]N=1.C[O:8][C:9](=O)[C:10]1[CH:15]=[CH:14][C:13]([O:16][CH3:17])=[CH:12][CH:11]=1.[H-].[Na+].C(#N)CC.